From a dataset of NCI-60 drug combinations with 297,098 pairs across 59 cell lines. Regression. Given two drug SMILES strings and cell line genomic features, predict the synergy score measuring deviation from expected non-interaction effect. (1) Drug 1: CC12CCC3C(C1CCC2=O)CC(=C)C4=CC(=O)C=CC34C. Drug 2: C1=NC2=C(N=C(N=C2N1C3C(C(C(O3)CO)O)O)F)N. Cell line: OVCAR-5. Synergy scores: CSS=45.9, Synergy_ZIP=0.194, Synergy_Bliss=0.0234, Synergy_Loewe=0.0182, Synergy_HSA=0.0275. (2) Drug 1: CC1=C2C(C(=O)C3(C(CC4C(C3C(C(C2(C)C)(CC1OC(=O)C(C(C5=CC=CC=C5)NC(=O)OC(C)(C)C)O)O)OC(=O)C6=CC=CC=C6)(CO4)OC(=O)C)O)C)O. Drug 2: CC1=C(C(=O)C2=C(C1=O)N3CC4C(C3(C2COC(=O)N)OC)N4)N. Cell line: OVCAR-5. Synergy scores: CSS=49.0, Synergy_ZIP=-5.92, Synergy_Bliss=-3.01, Synergy_Loewe=2.63, Synergy_HSA=2.90. (3) Drug 1: C1CCC(C1)C(CC#N)N2C=C(C=N2)C3=C4C=CNC4=NC=N3. Drug 2: C1=NC2=C(N1)C(=S)N=C(N2)N. Cell line: NCI/ADR-RES. Synergy scores: CSS=35.7, Synergy_ZIP=-2.89, Synergy_Bliss=0.682, Synergy_Loewe=-11.9, Synergy_HSA=0.849. (4) Drug 1: C1=CN(C=N1)CC(O)(P(=O)(O)O)P(=O)(O)O. Drug 2: CC1C(C(CC(O1)OC2CC(OC(C2O)C)OC3=CC4=CC5=C(C(=O)C(C(C5)C(C(=O)C(C(C)O)O)OC)OC6CC(C(C(O6)C)O)OC7CC(C(C(O7)C)O)OC8CC(C(C(O8)C)O)(C)O)C(=C4C(=C3C)O)O)O)O. Cell line: SW-620. Synergy scores: CSS=48.1, Synergy_ZIP=1.22, Synergy_Bliss=1.73, Synergy_Loewe=-17.5, Synergy_HSA=0.439. (5) Drug 1: C1=NC2=C(N1)C(=S)N=C(N2)N. Drug 2: CC1C(C(CC(O1)OC2CC(CC3=C2C(=C4C(=C3O)C(=O)C5=CC=CC=C5C4=O)O)(C(=O)C)O)N)O. Cell line: SNB-75. Synergy scores: CSS=55.6, Synergy_ZIP=-4.29, Synergy_Bliss=-0.549, Synergy_Loewe=4.25, Synergy_HSA=4.91. (6) Drug 1: C1=CC(=CC=C1CCC2=CNC3=C2C(=O)NC(=N3)N)C(=O)NC(CCC(=O)O)C(=O)O. Drug 2: CCC(=C(C1=CC=CC=C1)C2=CC=C(C=C2)OCCN(C)C)C3=CC=CC=C3.C(C(=O)O)C(CC(=O)O)(C(=O)O)O. Cell line: NCI-H322M. Synergy scores: CSS=24.3, Synergy_ZIP=13.2, Synergy_Bliss=13.9, Synergy_Loewe=6.60, Synergy_HSA=13.6.